This data is from Forward reaction prediction with 1.9M reactions from USPTO patents (1976-2016). The task is: Predict the product of the given reaction. (1) Given the reactants [Br:1][C:2]1[CH:7]=[CH:6][C:5]([C:8]([N:15]2[C:23]3[C:18](=[C:19]([NH:24][C:25]([O:27][C:28]([CH3:31])([CH3:30])[CH3:29])=[O:26])[CH:20]=[CH:21][CH:22]=3)[CH:17]=[N:16]2)([CH2:13][CH3:14])[C:9](OC)=[O:10])=[CH:4][CH:3]=1.[Li+].[BH4-], predict the reaction product. The product is: [Br:1][C:2]1[CH:7]=[CH:6][C:5]([C:8]([N:15]2[C:23]3[C:18](=[C:19]([NH:24][C:25](=[O:26])[O:27][C:28]([CH3:31])([CH3:30])[CH3:29])[CH:20]=[CH:21][CH:22]=3)[CH:17]=[N:16]2)([CH2:13][CH3:14])[CH2:9][OH:10])=[CH:4][CH:3]=1. (2) Given the reactants S(Cl)(Cl)=O.[CH3:5][C:6]1[CH:7]=[C:8]([CH:12]=[CH:13][C:14]=1[CH3:15])[C:9]([OH:11])=[O:10].[CH3:16]N(C)C=O, predict the reaction product. The product is: [CH3:5][C:6]1[CH:7]=[C:8]([CH:12]=[CH:13][C:14]=1[CH3:15])[C:9]([O:11][CH3:16])=[O:10]. (3) Given the reactants Br[C:2]1[CH:3]=[C:4]([S:12]([OH:15])(=[O:14])=[O:13])[C:5]2[CH:6]=[CH:7][N:8]=[CH:9][C:10]=2[CH:11]=1.[CH3:16][O:17][C:18]1[CH:23]=[CH:22][C:21](B(O)O)=[CH:20][CH:19]=1.C([O-])([O-])=O.[Na+].[Na+].Cl, predict the reaction product. The product is: [CH3:16][O:17][C:18]1[CH:23]=[CH:22][CH:21]=[CH:20][C:19]=1[C:6]1[C:5]2[C:4]([S:12]([OH:15])(=[O:14])=[O:13])=[CH:3][CH:2]=[CH:11][C:10]=2[CH:9]=[N:8][CH:7]=1. (4) Given the reactants [Cl:1][C:2]1[CH:3]=[C:4]2[CH:10]=[C:9]([C:11]([NH:13][CH2:14][C:15]([OH:17])=O)=[O:12])[NH:8][C:5]2=[CH:6][N:7]=1.[NH2:18][C:19]1[CH:24]=[CH:23][CH:22]=[CH:21][CH:20]=1.C1C=CC2N(O)N=NC=2C=1.CCN(C(C)C)C(C)C.CCN=C=NCCCN(C)C, predict the reaction product. The product is: [C:19]1([NH:18][C:15]([CH2:14][NH:13][C:11]([C:9]2[NH:8][C:5]3=[CH:6][N:7]=[C:2]([Cl:1])[CH:3]=[C:4]3[CH:10]=2)=[O:12])=[O:17])[CH:24]=[CH:23][CH:22]=[CH:21][CH:20]=1. (5) Given the reactants P([O-])([O-])([O-])=O.[Na].[F:7][C:8]1[C:13]([F:14])=[C:12]([C:15]([F:18])([F:17])[F:16])[CH:11]=[CH:10][C:9]=1[C:19]1[N:20]=[C:21]([NH:24][C:25](=[O:40])[CH2:26][C:27]2[C:35]3[C:34](=[O:36])[N:33]([CH3:37])[C:32](=[O:38])[N:31]([CH3:39])[C:30]=3[S:29][N:28]=2)[S:22][CH:23]=1.[P:41]([O:53]CI)([O:48]C(C)(C)C)([O:43][C:44](C)(C)C)=[O:42], predict the reaction product. The product is: [P:41]([OH:53])([OH:48])([O:43][CH2:44][N:20]1[C:19]([C:9]2[CH:10]=[CH:11][C:12]([C:15]([F:17])([F:16])[F:18])=[C:13]([F:14])[C:8]=2[F:7])=[CH:23][S:22][C:21]1=[N:24][C:25](=[O:40])[CH2:26][C:27]1[C:35]2[C:34](=[O:36])[N:33]([CH3:37])[C:32](=[O:38])[N:31]([CH3:39])[C:30]=2[S:29][N:28]=1)=[O:42]. (6) The product is: [CH3:4][O:5][CH2:6][C:7]1([CH3:15])[C:8](=[O:17])[C:9](=[O:14])[C:10]([CH3:12])([CH3:13])[O:11]1. Given the reactants [Se](=O)=O.[CH3:4][O:5][CH2:6][C:7]1([CH3:15])[O:11][C:10]([CH3:13])([CH3:12])[C:9](=[O:14])[CH2:8]1.C[O:17]CC1(C)C(=O)CC(C)(C)O1, predict the reaction product. (7) Given the reactants [CH3:1][N:2]1[CH2:7][CH2:6][C:5]2[N:8]=[CH:9][S:10][C:4]=2[CH2:3]1.[C:11](=[O:13])=[O:12].C([Li:18])CCC, predict the reaction product. The product is: [CH3:1][N:2]1[CH2:7][CH2:6][C:5]2[N:8]=[C:9]([C:11]([O-:13])=[O:12])[S:10][C:4]=2[CH2:3]1.[Li+:18]. (8) Given the reactants [CH2:1]([O:3][C:4](=[O:10])[CH:5]=[C:6]1[CH2:9][S:8][CH2:7]1)[CH3:2].[C:11]1([CH2:17][NH2:18])[CH:16]=[CH:15][CH:14]=[CH:13][CH:12]=1, predict the reaction product. The product is: [CH2:17]([NH:18][C:6]1([CH2:5][C:4]([O:3][CH2:1][CH3:2])=[O:10])[CH2:9][S:8][CH2:7]1)[C:11]1[CH:16]=[CH:15][CH:14]=[CH:13][CH:12]=1.